This data is from Full USPTO retrosynthesis dataset with 1.9M reactions from patents (1976-2016). The task is: Predict the reactants needed to synthesize the given product. (1) Given the product [OH:8][C:9]1[N:14]=[C:13]([CH3:15])[N:12]=[C:11]([C:16]#[N:17])[CH:10]=1, predict the reactants needed to synthesize it. The reactants are: COC1C=CC(C[O:8][C:9]2[N:14]=[C:13]([CH3:15])[N:12]=[C:11]([C:16]#[N:17])[CH:10]=2)=CC=1.C(O)(C(F)(F)F)=O. (2) Given the product [Br:19][C:16]1[CH:15]=[CH:14][C:13]([CH:5]([C:6]2[CH:11]=[CH:10][C:9]([F:12])=[CH:8][CH:7]=2)[O:27][C@@H:26]([CH2:28][CH:29]([CH3:31])[CH3:30])[C:25]([O:24][CH3:23])=[O:32])=[CH:18][CH:17]=1, predict the reactants needed to synthesize it. The reactants are: ClC(Cl)(Cl)C(=N)O[CH:5]([C:13]1[CH:18]=[CH:17][C:16]([Br:19])=[CH:15][CH:14]=1)[C:6]1[CH:11]=[CH:10][C:9]([F:12])=[CH:8][CH:7]=1.[CH3:23][O:24][C:25](=[O:32])[C@H:26]([CH2:28][CH:29]([CH3:31])[CH3:30])[OH:27].C12(CS(O)(=O)=O)C(C)(C)C(CC1)CC2=O. (3) The reactants are: FC(F)(F)C(O)=O.[NH2:8][C@H:9]1[CH2:14][CH2:13][C@H:12]([CH:15]([NH:30][S:31]([C:34]2[CH:39]=[CH:38][CH:37]=[CH:36][C:35]=2[N+:40]([O-:42])=[O:41])(=[O:33])=[O:32])[CH2:16][N:17]2[C:26]3[C:21](=[N:22][CH:23]=[C:24]([O:27][CH3:28])[CH:25]=3)[CH:20]=[CH:19][C:18]2=[O:29])[CH2:11][CH2:10]1.[O:43]=[C:44]1[CH2:49][O:48][C:47]2[CH:50]=[N:51][C:52]([CH:54]=O)=[N:53][C:46]=2[NH:45]1.C(N(C(C)C)C(C)C)C.C(O[BH-](OC(=O)C)OC(=O)C)(=O)C.[Na+]. Given the product [CH3:28][O:27][C:24]1[CH:25]=[C:26]2[C:21]([CH:20]=[CH:19][C:18](=[O:29])[N:17]2[CH2:16][CH:15]([NH:30][S:31]([C:34]2[CH:39]=[CH:38][CH:37]=[CH:36][C:35]=2[N+:40]([O-:42])=[O:41])(=[O:33])=[O:32])[C@H:12]2[CH2:11][CH2:10][C@H:9]([NH:8][CH2:54][C:52]3[N:51]=[CH:50][C:47]4[O:48][CH2:49][C:44](=[O:43])[NH:45][C:46]=4[N:53]=3)[CH2:14][CH2:13]2)=[N:22][CH:23]=1, predict the reactants needed to synthesize it. (4) Given the product [N:26]([CH2:6][C@@H:7]1[C@H:14]2[O:13][C:12]([CH3:15])([CH3:16])[O:11][C@H:10]2[C@H:9]([N:17]2[CH:25]=[N:24][C:23]3[C:18]2=[N:19][CH:20]=[N:21][CH:22]=3)[O:8]1)=[N+:27]=[N-:28], predict the reactants needed to synthesize it. The reactants are: CS(O[CH2:6][C@@H:7]1[C@@H:14]2[C@@H:10]([O:11][C:12]([CH3:16])([CH3:15])[O:13]2)[C@H:9]([N:17]2[CH:25]=[N:24][C:23]3[C:18]2=[N:19][CH:20]=[N:21][CH:22]=3)[O:8]1)(=O)=O.[N-:26]=[N+:27]=[N-:28].[Na+]. (5) Given the product [CH3:12][O:13][C:14](=[O:31])[CH2:15][C:16](=[O:30])[CH2:17][CH2:18][CH2:19][CH2:20][CH2:21][O:22][CH2:23][C:24]1[CH:25]=[CH:26][CH:27]=[CH:28][CH:29]=1, predict the reactants needed to synthesize it. The reactants are: [Cr](Cl)([O-])(=O)=O.[NH+]1C=CC=CC=1.[CH3:12][O:13][C:14](=[O:31])[CH2:15][CH:16]([OH:30])[CH2:17][CH2:18][CH2:19][CH2:20][CH2:21][O:22][CH2:23][C:24]1[CH:29]=[CH:28][CH:27]=[CH:26][CH:25]=1.C(OCC)C. (6) Given the product [Cl:16][C:17]1[CH:22]=[C:21]([O:8][C:5]2[CH:6]=[CH:7][C:2]([NH2:1])=[CH:3][C:4]=2[CH3:9])[CH:20]=[CH:19][N:18]=1, predict the reactants needed to synthesize it. The reactants are: [NH2:1][C:2]1[CH:7]=[CH:6][C:5]([OH:8])=[C:4]([CH3:9])[CH:3]=1.CC(C)([O-])C.[K+].[Cl:16][C:17]1[CH:22]=[C:21](Cl)[CH:20]=[CH:19][N:18]=1. (7) Given the product [C:22]([C:21]1[CH:24]=[CH:25][C:18]([CH2:16][N:5]2[CH2:6][CH:7]([C:9]([O:11][C:12]([CH3:15])([CH3:14])[CH3:13])=[O:10])[CH2:8]2)=[CH:19][CH:20]=1)#[N:23], predict the reactants needed to synthesize it. The reactants are: C(O)(=O)C.[NH:5]1[CH2:8][CH:7]([C:9]([O:11][C:12]([CH3:15])([CH3:14])[CH3:13])=[O:10])[CH2:6]1.[CH:16]([C:18]1[CH:25]=[CH:24][C:21]([C:22]#[N:23])=[CH:20][CH:19]=1)=O.C([BH3-])#N.[Na+].[C-]#N.